Task: Predict the product of the given reaction.. Dataset: Forward reaction prediction with 1.9M reactions from USPTO patents (1976-2016) (1) Given the reactants [CH3:1][C@H:2]1[NH:6][C:5](=[O:7])[NH:4][C:3]1=[O:8].[CH3:9][O:10][C:11]1[CH:18]=[CH:17][C:14]([CH2:15]Cl)=[CH:13][CH:12]=1, predict the reaction product. The product is: [CH3:9][O:10][C:11]1[CH:18]=[CH:17][C:14]([CH2:15][N:4]2[C:3](=[O:8])[C@@H:2]([CH3:1])[NH:6][C:5]2=[O:7])=[CH:13][CH:12]=1. (2) Given the reactants [CH2:1]([O:3][C:4](=[O:26])[CH2:5][C@@H:6]([N:13]1[C:21](=[O:22])[NH:20][C:19]2[C:14]1=[N:15][C:16]([CH:23]1[CH2:25][CH2:24]1)=[N:17][CH:18]=2)[C:7]1[CH:12]=[CH:11][CH:10]=[CH:9][CH:8]=1)[CH3:2].C([O-])([O-])=O.[K+].[K+].[I-].[CH3:34][N:35]1[C:43]2[C:38](=[C:39]([CH3:44])[CH:40]=[CH:41][CH:42]=2)[C:37]([CH2:45][N+](C)(C)C)=[CH:36]1, predict the reaction product. The product is: [CH2:1]([O:3][C:4](=[O:26])[CH2:5][C@@H:6]([N:13]1[C:21](=[O:22])[N:20]([CH2:45][C:37]2[C:38]3[C:43](=[CH:42][CH:41]=[CH:40][C:39]=3[CH3:44])[N:35]([CH3:34])[CH:36]=2)[C:19]2[C:14]1=[N:15][C:16]([CH:23]1[CH2:24][CH2:25]1)=[N:17][CH:18]=2)[C:7]1[CH:8]=[CH:9][CH:10]=[CH:11][CH:12]=1)[CH3:2].